Task: Predict the reactants needed to synthesize the given product.. Dataset: Full USPTO retrosynthesis dataset with 1.9M reactions from patents (1976-2016) Given the product [N:9]1[C:10]2[CH:11]=[CH:12][N:13]=[C:4]([NH2:1])[C:5]=2[CH:6]=[CH:7][CH:8]=1, predict the reactants needed to synthesize it. The reactants are: [N:1]([C:4]1[N:13]=[CH:12][CH:11]=[C:10]2[C:5]=1[CH:6]=[CH:7][CH:8]=[N:9]2)=[N+]=[N-].Cl.[OH-].[Na+].